This data is from Reaction yield outcomes from USPTO patents with 853,638 reactions. The task is: Predict the reaction yield, written as a fraction of the theoretical maximum amount of product (1.0 means a 100% yield; for example, 0.34 means a 34% yield). (1) The reactants are [O:1]=[C:2]1[CH:7]=[CH:6][CH:5]=[CH:4][N:3]1[CH2:8][C:9]1[CH:27]=[CH:26][C:12]([CH2:13][N:14]2[CH:18]=[C:17]([C:19]([OH:21])=O)[C:16]([C:22]([F:25])([F:24])[F:23])=[N:15]2)=[CH:11][CH:10]=1.Cl.[NH2:29][CH2:30][C:31]1[CH:32]=[C:33]2[C:37](=[N:38][CH:39]=1)[NH:36][CH:35]=[CH:34]2.C1C=CC2N(O)N=NC=2C=1.C(N(CC)CC)C.CCN=C=NCCCN(C)C.Cl. The catalyst is C(Cl)Cl.CN(C=O)C.C(Cl)(Cl)Cl.C([O-])(O)=O.[Na+].O.[Cl-].[Na+].O. The product is [NH:36]1[C:37]2=[N:38][CH:39]=[C:31]([CH2:30][NH:29][C:19]([C:17]3[C:16]([C:22]([F:25])([F:24])[F:23])=[N:15][N:14]([CH2:13][C:12]4[CH:11]=[CH:10][C:9]([CH2:8][N:3]5[CH:4]=[CH:5][CH:6]=[CH:7][C:2]5=[O:1])=[CH:27][CH:26]=4)[CH:18]=3)=[O:21])[CH:32]=[C:33]2[CH:34]=[CH:35]1. The yield is 0.510. (2) The reactants are [Cl:1][C:2]1[CH:7]=[CH:6][C:5]([C@@H:8](O)[CH2:9][N:10]([CH2:12][CH2:13]O)[CH3:11])=[CH:4][CH:3]=1.C(N(CC)CC)C.CS([Cl:27])(=O)=O.[CH2:28]([NH2:31])[CH:29]=[CH2:30].C(=O)([O-])[O-].[Na+].[Na+].Cl.C(O)(C)C. The catalyst is CC(C)=O.C1(C)C=CC=CC=1. The product is [ClH:1].[ClH:27].[Cl:1][C:2]1[CH:7]=[CH:6][C:5]([C@@H:8]2[CH2:9][N:10]([CH3:11])[CH2:12][CH2:13][N:31]2[CH2:28][CH:29]=[CH2:30])=[CH:4][CH:3]=1. The yield is 0.600. (3) The reactants are [CH3:1][N:2]([CH3:19])[C:3]1[CH:8]=[CH:7][C:6]([N:9]2[CH:14](O)[CH2:13][C:12]([CH3:17])([CH3:16])[CH2:11][C:10]2=[O:18])=[CH:5][CH:4]=1.C1(C)C=CC(S(O)(=O)=O)=CC=1. The catalyst is C1(C)C=CC=CC=1.C(OCC)C. The product is [CH3:19][N:2]([CH3:1])[C:3]1[CH:4]=[CH:5][C:6]([N:9]2[CH:14]=[CH:13][C:12]([CH3:16])([CH3:17])[CH2:11][C:10]2=[O:18])=[CH:7][CH:8]=1. The yield is 0.910. (4) The reactants are [Cl:1][C:2]1[CH:16]=[C:15]([CH2:17][N:18]2[CH2:22][CH2:21][CH:20]([C:23]3[CH:28]=[CH:27][CH:26]=[CH:25][CH:24]=3)[CH2:19]2)[CH:14]=[CH:13][C:3]=1[O:4][C:5]1[CH:12]=[CH:11][C:8]([C:9]#[N:10])=[CH:7][N:6]=1.C(=O)([O-])[O-:30].[K+].[K+].OO. The catalyst is CS(C)=O. The product is [Cl:1][C:2]1[CH:16]=[C:15]([CH2:17][N:18]2[CH2:22][CH2:21][CH:20]([C:23]3[CH:28]=[CH:27][CH:26]=[CH:25][CH:24]=3)[CH2:19]2)[CH:14]=[CH:13][C:3]=1[O:4][C:5]1[CH:12]=[CH:11][C:8]([C:9]([NH2:10])=[O:30])=[CH:7][N:6]=1. The yield is 0.610. (5) The reactants are [H-].[Na+].[Cl:3][C:4]1[S:8][C:7]([C:9]2[N:13]([C:14]3[CH:19]=[CH:18][C:17]([Cl:20])=[CH:16][C:15]=3[Cl:21])[N:12]=[C:11]([C:22](=[O:31])[CH2:23][C:24]([N:26]3[CH2:30][CH2:29][CH2:28][CH2:27]3)=[O:25])[C:10]=2[CH3:32])=[CH:6][CH:5]=1.[CH3:33]I. The catalyst is CCO. The product is [Cl:3][C:4]1[S:8][C:7]([C:9]2[N:13]([C:14]3[CH:19]=[CH:18][C:17]([Cl:20])=[CH:16][C:15]=3[Cl:21])[N:12]=[C:11]([C:22](=[O:31])[CH:23]([CH3:33])[C:24]([N:26]3[CH2:27][CH2:28][CH2:29][CH2:30]3)=[O:25])[C:10]=2[CH3:32])=[CH:6][CH:5]=1. The yield is 0.490. (6) The reactants are [CH3:1][C:2]1[CH:10]=[C:9]([CH3:11])[C:5]([C:6]([NH2:8])=[O:7])=[C:4]([N+:12]([O-])=O)[CH:3]=1. The catalyst is CO.[C].[Pd]. The product is [NH2:12][C:4]1[CH:3]=[C:2]([CH3:1])[CH:10]=[C:9]([CH3:11])[C:5]=1[C:6]([NH2:8])=[O:7]. The yield is 0.950. (7) The reactants are S(Cl)([Cl:3])=O.[CH2:5]1[C@@H:9]([CH2:10][CH2:11][CH2:12][CH2:13][C:14]([OH:16])=O)[S:8][S:7][CH2:6]1. The catalyst is C(Cl)Cl. The product is [S:7]1[CH2:6][CH2:5][CH:9]([CH2:10][CH2:11][CH2:12][CH2:13][C:14]([Cl:3])=[O:16])[S:8]1. The yield is 1.00. (8) The reactants are Br[C:2]1[C:12]2[C:13]3[C:5]([CH2:6][CH2:7][C:8]=3[CH:9]=[CH:10][CH:11]=2)=[CH:4][CH:3]=1.CCCCCC.C([Li])CCC.C([O:28][B:29](OC(C)C)[O:30]C(C)C)(C)C.Cl. The catalyst is C1(C)C=CC=CC=1.CCOCC. The product is [CH2:7]1[C:8]2=[C:13]3[C:12](=[CH:11][CH:10]=[CH:9]2)[C:2]([B:29]([OH:30])[OH:28])=[CH:3][CH:4]=[C:5]3[CH2:6]1. The yield is 0.450.